This data is from Full USPTO retrosynthesis dataset with 1.9M reactions from patents (1976-2016). The task is: Predict the reactants needed to synthesize the given product. Given the product [C:7]([N:8]1[CH:12]=[CH:11][N:10]=[C:9]1[CH:33]=[O:34])([C:1]1[CH:6]=[CH:5][CH:4]=[CH:3][CH:2]=1)([C:13]1[CH:14]=[CH:15][CH:16]=[CH:17][CH:18]=1)[C:19]1[CH:20]=[CH:21][CH:22]=[CH:23][CH:24]=1, predict the reactants needed to synthesize it. The reactants are: [C:1]1([C:7]([C:19]2[CH:24]=[CH:23][CH:22]=[CH:21][CH:20]=2)([C:13]2[CH:18]=[CH:17][CH:16]=[CH:15][CH:14]=2)[N:8]2[CH:12]=[CH:11][N:10]=[CH:9]2)[CH:6]=[CH:5][CH:4]=[CH:3][CH:2]=1.C([Li])CCC.CN([CH:33]=[O:34])C.[NH4+].[Cl-].